Dataset: Reaction yield outcomes from USPTO patents with 853,638 reactions. Task: Predict the reaction yield, written as a fraction of the theoretical maximum amount of product (1.0 means a 100% yield; for example, 0.34 means a 34% yield). (1) The reactants are C(N(CC)CC)C.[N:8]([C:11]1[CH:18]=[CH:17][C:14]([C:15]#[N:16])=[C:13]([C:19]([F:22])([F:21])[F:20])[CH:12]=1)=[C:9]=[S:10].[CH3:23][N:24]1[CH2:29][CH2:28][C:27]([NH:32][C:33]2[CH:38]=[CH:37][C:36]([CH3:39])=[CH:35][CH:34]=2)([C:30]#[N:31])[CH2:26][CH2:25]1.ClCCl.CC(C)=O. The catalyst is C1COCC1.CC(C)=O. The product is [NH:31]=[C:30]1[C:27]2([CH2:28][CH2:29][N:24]([CH3:23])[CH2:25][CH2:26]2)[N:32]([C:33]2[CH:34]=[CH:35][C:36]([CH3:39])=[CH:37][CH:38]=2)[C:9](=[S:10])[N:8]1[C:11]1[CH:18]=[CH:17][C:14]([C:15]#[N:16])=[C:13]([C:19]([F:20])([F:22])[F:21])[CH:12]=1. The yield is 0.260. (2) The reactants are FC1C=CC(OC2C=C(C=CC=2)N)=CC=1.FC(F)(OC1C=C(C=CC=1)C=O)C(F)F.C(O)(=O)C.[BH-](OC(C)=O)(OC(C)=O)OC(C)=O.[Na+].Cl.[OH-].[Na+].[F:52][C:53]1[CH:80]=[CH:79][C:56]([O:57][C:58]2[CH:59]=[C:60]([NH:64][CH2:65][C:66]3[CH:71]=[CH:70][CH:69]=[C:68]([O:72][C:73]([F:78])([F:77])[CH:74]([F:76])[F:75])[CH:67]=3)[CH:61]=[CH:62][CH:63]=2)=[CH:55][CH:54]=1.[F:81][C:82]([F:87])([F:86])[CH:83]1[O:85][CH2:84]1. The catalyst is ClC(Cl)C.C(#N)C.FC(F)(F)S([O-])(=O)=O.[Yb+3].FC(F)(F)S([O-])(=O)=O.FC(F)(F)S([O-])(=O)=O. The product is [F:52][C:53]1[CH:54]=[CH:55][C:56]([O:57][C:58]2[CH:59]=[C:60]([N:64]([CH2:65][C:66]3[CH:71]=[CH:70][CH:69]=[C:68]([O:72][C:73]([F:77])([F:78])[CH:74]([F:75])[F:76])[CH:67]=3)[CH2:84][CH:83]([OH:85])[C:82]([F:87])([F:86])[F:81])[CH:61]=[CH:62][CH:63]=2)=[CH:79][CH:80]=1. The yield is 0.810. (3) The reactants are [H-].[Na+].[CH2:3]([NH:6][C:7]([NH:9][CH2:10][CH2:11]Cl)=[O:8])[CH:4]=[CH2:5]. The catalyst is C1COCC1.CCOC(C)=O. The product is [CH2:3]([N:6]1[CH2:11][CH2:10][NH:9][C:7]1=[O:8])[CH:4]=[CH2:5]. The yield is 0.410. (4) The reactants are C[Al](C)C.[NH2:5][CH:6]1[CH2:11][CH2:10][O:9][CH2:8][CH2:7]1.C[O:13][C:14](=O)[C:15]1[CH:20]=[CH:19][C:18]([O:21][CH2:22][C:23]2[C:24]([C:30]3[CH:35]=[CH:34][C:33]([F:36])=[CH:32][CH:31]=3)=[N:25][O:26][C:27]=2[CH2:28][OH:29])=[N:17][CH:16]=1.C1(C)C=CC=CC=1. The catalyst is O1CCOCC1. The product is [F:36][C:33]1[CH:34]=[CH:35][C:30]([C:24]2[C:23]([CH2:22][O:21][C:18]3[CH:19]=[CH:20][C:15]([C:14]([NH:5][CH:6]4[CH2:11][CH2:10][O:9][CH2:8][CH2:7]4)=[O:13])=[CH:16][N:17]=3)=[C:27]([CH2:28][OH:29])[O:26][N:25]=2)=[CH:31][CH:32]=1. The yield is 0.270. (5) The reactants are [C:1]([C:3]1[CH:8]=[CH:7][C:6](C(=O)C(C2C=CC(OC)=CC=2)C(OCC)=O)=[C:5]([CH3:25])[CH:4]=1)#[N:2]. The catalyst is CS(C)=O.[Cl-].[Na+].O. The product is [CH3:25][C:5]1[CH:4]=[C:3]([CH:8]=[CH:7][CH:6]=1)[C:1]#[N:2]. The yield is 0.604. (6) The reactants are [Br-].[CH2:2]([P+](C1C=CC=CC=1)(C1C=CC=CC=1)C1C=CC=CC=1)[CH2:3][C:4]1[CH:9]=[CH:8][CH:7]=[CH:6][CH:5]=1.[Li]CCCC.[CH2:34]([C:36]1[CH:41]=[CH:40][C:39]([CH2:42][C:43]([CH3:47])([CH3:46])[CH:44]=O)=[CH:38][CH:37]=1)[CH3:35]. No catalyst specified. The product is [CH3:44][C:43]([CH3:46])([CH:47]=[CH:2][CH2:3][C:4]1[CH:5]=[CH:6][CH:7]=[CH:8][CH:9]=1)[CH2:42][C:39]1[CH:38]=[CH:37][C:36]([CH2:34][CH3:35])=[CH:41][CH:40]=1. The yield is 0.510. (7) The product is [Cl:12][C:8]1[CH:7]=[CH:6][C:5]([OH:13])=[C:4]2[C:9]=1[CH:10]=[N:11][C:2]([NH:24][C:23]1[CH:22]=[CH:21][C:20]([N:17]3[CH2:18][CH2:19][O:14][CH2:15][CH2:16]3)=[CH:26][CH:25]=1)=[N:3]2. The reactants are Cl[C:2]1[N:11]=[CH:10][C:9]2[C:4](=[C:5]([OH:13])[CH:6]=[CH:7][C:8]=2[Cl:12])[N:3]=1.[O:14]1[CH2:19][CH2:18][N:17]([C:20]2[CH:26]=[CH:25][C:23]([NH2:24])=[CH:22][CH:21]=2)[CH2:16][CH2:15]1. The yield is 1.00. The catalyst is C(O)(C)C. (8) The reactants are [Cl:1][C:2]1[CH:7]=[CH:6][C:5]([C:8]2[CH:13]=[CH:12][CH:11]=[C:10]([CH2:14][OH:15])[C:9]=2[O:16][CH3:17])=[CH:4][CH:3]=1.[Cr](Cl)([O-])(=O)=O.[NH+]1C=CC=CC=1. The catalyst is C(Cl)Cl. The product is [Cl:1][C:2]1[CH:3]=[CH:4][C:5]([C:8]2[CH:13]=[CH:12][CH:11]=[C:10]([CH:14]=[O:15])[C:9]=2[O:16][CH3:17])=[CH:6][CH:7]=1. The yield is 0.540. (9) The reactants are [CH3:1][C:2]1[NH:3][C:4]2[C:9]([CH:10]=1)=[CH:8][CH:7]=[CH:6][CH:5]=2.C([Li])CCC.[CH3:16][C:17]([CH3:20])([O-])[CH3:18].[K+].BrCC(C)=C. The catalyst is C(OCC)C.CCCCCC. The product is [CH3:18][C:17]([CH2:20][CH2:1][C:2]1[NH:3][C:4]2[C:9]([CH:10]=1)=[CH:8][CH:7]=[CH:6][CH:5]=2)=[CH2:16]. The yield is 0.470.